Predict which catalyst facilitates the given reaction. From a dataset of Catalyst prediction with 721,799 reactions and 888 catalyst types from USPTO. (1) Reactant: [I:1][C:2]1[CH:3]=[CH:4][C:5]([NH:12][C:13](=[O:21])[CH2:14][CH:15]2[CH2:20][CH2:19][O:18][CH2:17][CH2:16]2)=[C:6]([CH:11]=1)[C:7]([O:9]C)=O.C[Si]([N-][Si](C)(C)C)(C)C.[Na+].IC1C=CC(NC(=O)CC2CCOCC2)=C(C=1)C(OC)=O.IC1C=CC(NC(=O)CC2CCOCC2)=C(C=1)C(O)=O. Product: [OH:9][C:7]1[C:6]2[C:5](=[CH:4][CH:3]=[C:2]([I:1])[CH:11]=2)[NH:12][C:13](=[O:21])[C:14]=1[CH:15]1[CH2:20][CH2:19][O:18][CH2:17][CH2:16]1. The catalyst class is: 1. (2) Reactant: C([Si](CC)(CC)[O:4][C@@H:5]1[CH2:9][C@H:8]([O:10][Si](CC)(CC)CC)[C@H:7]([CH2:18]/[CH:19]=[CH:20]\[CH2:21][CH2:22][CH2:23][C:24]([O:26][CH:27]([CH3:29])[CH3:28])=[O:25])[C@H:6]1/[CH:30]=[CH:31]/[C@@H:32]([O:45][Si](CC)(CC)CC)[CH2:33][O:34][C:35]1[CH:40]=[CH:39][CH:38]=[C:37]([C:41]([F:44])([F:43])[F:42])[CH:36]=1)C.O.C1(C)C=CC(S(O)(=O)=O)=CC=1. Product: [OH:4][C@@H:5]1[CH2:9][C@H:8]([OH:10])[C@H:7]([CH2:18]/[CH:19]=[CH:20]\[CH2:21][CH2:22][CH2:23][C:24]([O:26][CH:27]([CH3:29])[CH3:28])=[O:25])[C@H:6]1/[CH:30]=[CH:31]/[C@@H:32]([OH:45])[CH2:33][O:34][C:35]1[CH:40]=[CH:39][CH:38]=[C:37]([C:41]([F:42])([F:43])[F:44])[CH:36]=1. The catalyst class is: 95. (3) Reactant: [N:1]1[C:9]2[C:4](=[N:5][CH:6]=[C:7]([C:10]([NH:12][C@@:13]3([C:18]([O:20]CCCC)=[O:19])[CH2:17][CH2:16][O:15][CH2:14]3)=[O:11])[CH:8]=2)[NH:3][CH:2]=1.[OH-].[Li+]. Product: [N:1]1[C:9]2[C:4](=[N:5][CH:6]=[C:7]([C:10]([NH:12][C@@:13]3([C:18]([OH:20])=[O:19])[CH2:17][CH2:16][O:15][CH2:14]3)=[O:11])[CH:8]=2)[NH:3][CH:2]=1. The catalyst class is: 219. (4) Reactant: [Cl:1][C:2]1[CH:3]=[C:4]2[C:10]([C:11]3[N:16]=[C:15]([NH:17][C@H:18]4[CH2:23][CH2:22][CH2:21][CH2:20][C@@H:19]4[C:24]([OH:26])=[O:25])[C:14]([F:27])=[CH:13][N:12]=3)=[CH:9][NH:8][C:5]2=[N:6][CH:7]=1.Cl.[OH-].[Na+].[CH2:31](O)[CH3:32]. Product: [Cl:1][C:2]1[CH:3]=[C:4]2[C:10]([C:11]3[N:16]=[C:15]([NH:17][C@H:18]4[CH2:23][CH2:22][CH2:21][CH2:20][C@@H:19]4[C:24]([O:26][CH2:31][CH3:32])=[O:25])[C:14]([F:27])=[CH:13][N:12]=3)=[CH:9][NH:8][C:5]2=[N:6][CH:7]=1. The catalyst class is: 170.